Dataset: Full USPTO retrosynthesis dataset with 1.9M reactions from patents (1976-2016). Task: Predict the reactants needed to synthesize the given product. (1) The reactants are: [NH:1]([C:11]([O:13][C:14]([CH3:17])([CH3:16])[CH3:15])=[O:12])[C@H:2]([C:8]([OH:10])=[O:9])[CH2:3][CH2:4][CH2:5][CH2:6][NH2:7].C([O-])([O-])=O.[K+].[K+].[N:24](S(C(F)(F)F)(=O)=O)=[N+:25]=[N-:26]. Given the product [NH:1]([C:11]([O:13][C:14]([CH3:17])([CH3:16])[CH3:15])=[O:12])[C@H:2]([C:8]([OH:10])=[O:9])[CH2:3][CH2:4][CH2:5][CH2:6][NH:7][N:24]=[N+:25]=[N-:26], predict the reactants needed to synthesize it. (2) Given the product [CH3:1][N:2]([CH2:3][CH2:4][C:5]#[C:6][C:7]1[CH:12]=[CH:11][CH:10]=[CH:9][N:8]=1)[C:18](=[O:19])[C:17]1[CH:21]=[CH:22][C:14]([CH3:13])=[CH:15][CH:16]=1.[C:9]([NH2:8])(=[O:19])[C:10]1[CH:5]=[CH:6][CH:7]=[CH:12][CH:11]=1, predict the reactants needed to synthesize it. The reactants are: [CH3:1][NH:2][CH2:3][CH2:4][C:5]#[C:6][C:7]1[CH:12]=[CH:11][CH:10]=[CH:9][N:8]=1.[CH3:13][C:14]1[CH:22]=[CH:21][C:17]([C:18](Cl)=[O:19])=[CH:16][CH:15]=1. (3) Given the product [Cl:26][C:22]1[CH:23]=[CH:24][CH:25]=[C:18]([Cl:17])[C:19]=1[C:13]1[N:12]([CH2:36][C@@H:37]2[CH2:33][CH2:28][CH2:29][NH:30][CH2:31]2)[C:11]2[C:15]([N:14]=1)=[CH:16][N:8]=[C:9]([NH:7][CH2:6][C:2]1[S:1][CH:5]=[CH:4][CH:3]=1)[N:10]=2, predict the reactants needed to synthesize it. The reactants are: [S:1]1[CH:5]=[CH:4][CH:3]=[C:2]1[CH2:6][NH2:7].[N:8]1[CH:16]=[C:15]2[C:11]([N:12]=[CH:13][NH:14]2)=[N:10][CH:9]=1.[Cl:17][C:18]1[CH:25]=[CH:24][CH:23]=[C:22]([Cl:26])[C:19]=1C=O.N[C:28]1[CH:29]=[N:30][CH:31]=N[CH:33]=1.CN(C)[C:36](=O)[CH3:37].